Regression. Given a peptide amino acid sequence and an MHC pseudo amino acid sequence, predict their binding affinity value. This is MHC class I binding data. From a dataset of Peptide-MHC class I binding affinity with 185,985 pairs from IEDB/IMGT. (1) The peptide sequence is GEKSRCYSL. The MHC is HLA-B45:01 with pseudo-sequence HLA-B45:01. The binding affinity (normalized) is 0.342. (2) The peptide sequence is VTSLDVINY. The MHC is HLA-B07:02 with pseudo-sequence HLA-B07:02. The binding affinity (normalized) is 0.252.